The task is: Predict the reactants needed to synthesize the given product.. This data is from Full USPTO retrosynthesis dataset with 1.9M reactions from patents (1976-2016). (1) Given the product [NH2:31][C@H:32]1[CH2:36][CH2:35][N:34]([C:2]2[CH:11]=[CH:10][C:9]3[C:8]([C:12]([NH:14][CH2:15][C:16]4([OH:23])[CH2:22][CH2:21][CH2:20][CH2:19][CH2:18][CH2:17]4)=[O:13])=[C:7]([Cl:24])[CH:6]=[CH:5][C:4]=3[N:3]=2)[CH2:33]1, predict the reactants needed to synthesize it. The reactants are: Cl[C:2]1[CH:11]=[CH:10][C:9]2[C:8]([C:12]([NH:14][CH2:15][C:16]3([OH:23])[CH2:22][CH2:21][CH2:20][CH2:19][CH2:18][CH2:17]3)=[O:13])=[C:7]([Cl:24])[CH:6]=[CH:5][C:4]=2[N:3]=1.C(=O)([O-])[O-].[K+].[K+].[NH2:31][C@H:32]1[CH2:36][CH2:35][NH:34][CH2:33]1.C(#N)C. (2) Given the product [N:53]([CH2:2][C:3]([O:5][C@H:6]([CH2:35][N:36]([S:41]([C:44]1[CH:52]=[CH:51][C:47]2[O:48][CH2:49][O:50][C:46]=2[CH:45]=1)(=[O:43])=[O:42])[CH2:37][CH:38]([CH3:40])[CH3:39])[C@@H:7]([NH:23][C:24]([O:26][C@@H:27]1[C@H:34]2[C@H:30]([O:31][CH2:32][CH2:33]2)[O:29][CH2:28]1)=[O:25])[CH2:8][C:9]1[CH:14]=[CH:13][C:12]([O:15][CH2:16][C:17]2[N:18]=[C:19]([CH3:22])[S:20][CH:21]=2)=[CH:11][CH:10]=1)=[O:4])=[N+:54]=[N-:55], predict the reactants needed to synthesize it. The reactants are: Cl[CH2:2][C:3]([O:5][C@H:6]([CH2:35][N:36]([S:41]([C:44]1[CH:52]=[CH:51][C:47]2[O:48][CH2:49][O:50][C:46]=2[CH:45]=1)(=[O:43])=[O:42])[CH2:37][CH:38]([CH3:40])[CH3:39])[C@@H:7]([NH:23][C:24]([O:26][C@@H:27]1[C@H:34]2[C@H:30]([O:31][CH2:32][CH2:33]2)[O:29][CH2:28]1)=[O:25])[CH2:8][C:9]1[CH:14]=[CH:13][C:12]([O:15][CH2:16][C:17]2[N:18]=[C:19]([CH3:22])[S:20][CH:21]=2)=[CH:11][CH:10]=1)=[O:4].[N-:53]=[N+:54]=[N-:55].[Na+]. (3) Given the product [Cl:17][CH2:13][C:12]1[C:7]([S:6][CH:1]2[CH2:5][CH2:4][CH2:3][CH2:2]2)=[N:8][CH:9]=[CH:10][CH:11]=1, predict the reactants needed to synthesize it. The reactants are: [CH:1]1([S:6][C:7]2[C:12]([CH2:13]O)=[CH:11][CH:10]=[CH:9][N:8]=2)[CH2:5][CH2:4][CH2:3][CH2:2]1.O=S(Cl)[Cl:17]. (4) Given the product [CH3:1][O:2][C:3](=[O:20])[C:4]1[CH:9]=[C:8]([C:10]2[N:14]([CH2:28][CH3:29])[N:13]=[N:12][N:11]=2)[N:7]=[C:6]([NH:15][C@H:16]([CH2:18][CH3:19])[CH3:17])[CH:5]=1, predict the reactants needed to synthesize it. The reactants are: [CH3:1][O:2][C:3](=[O:20])[C:4]1[CH:9]=[C:8]([C:10]2[N:11]=[N:12][NH:13][N:14]=2)[N:7]=[C:6]([NH:15][C@H:16]([CH2:18][CH3:19])[CH3:17])[CH:5]=1.C(=O)([O-])[O-].[K+].[K+].I[CH2:28][CH3:29]. (5) Given the product [CH2:11]([O:1][C:2]1[CH:10]=[CH:9][CH:8]=[C:7]2[C:3]=1[CH:4]=[CH:5][NH:6]2)[CH3:12], predict the reactants needed to synthesize it. The reactants are: [OH:1][C:2]1[CH:10]=[CH:9][CH:8]=[C:7]2[C:3]=1[CH:4]=[CH:5][NH:6]2.[CH2:11](Br)[CH3:12]. (6) Given the product [NH:1]([C:8]1[C:18](=[O:19])[C:12]2[N:13]=[C:14]([CH2:16][CH3:17])[O:15][C:11]=2[C:10](=[O:20])[C:9]=1[Cl:21])[C:2]1[CH:7]=[CH:6][CH:5]=[CH:4][CH:3]=1, predict the reactants needed to synthesize it. The reactants are: [NH:1]([C:8]1[C:18](=[O:19])[C:12]2[N:13]=[C:14]([CH2:16][CH3:17])[O:15][C:11]=2[C:10](=[O:20])[CH:9]=1)[C:2]1[CH:7]=[CH:6][CH:5]=[CH:4][CH:3]=1.[Cl:21]N1C(=O)CCC1=O. (7) The reactants are: [OH:1][C:2]1[CH:3]=[CH:4][C:5]2[N:9]=[CH:8][N:7]([C:10]3[S:14][C:13]([C:15]([O:17][CH3:18])=[O:16])=[C:12]([O:19][CH2:20][C:21]4[CH:26]=[CH:25][CH:24]=[CH:23][C:22]=4[C:27]([F:30])([F:29])[F:28])[CH:11]=3)[C:6]=2[CH:31]=1.CC1C=CC(S(O[CH2:43][CH:44]2[CH2:49][CH2:48][N:47]([C:50]([O:52][C:53]([CH3:56])([CH3:55])[CH3:54])=[O:51])[CH2:46][CH2:45]2)(=O)=O)=CC=1.C(=O)([O-])[O-].[Cs+].[Cs+].O. Given the product [CH3:18][O:17][C:15]([C:13]1[S:14][C:10]([N:7]2[C:6]3[CH:31]=[C:2]([O:1][CH2:43][CH:44]4[CH2:49][CH2:48][N:47]([C:50]([O:52][C:53]([CH3:54])([CH3:56])[CH3:55])=[O:51])[CH2:46][CH2:45]4)[CH:3]=[CH:4][C:5]=3[N:9]=[CH:8]2)=[CH:11][C:12]=1[O:19][CH2:20][C:21]1[CH:26]=[CH:25][CH:24]=[CH:23][C:22]=1[C:27]([F:29])([F:28])[F:30])=[O:16], predict the reactants needed to synthesize it. (8) Given the product [CH2:1]([C:3]1[CH:4]=[C:5]2[C:9](=[CH:10][CH:11]=1)[NH:8][CH:7]=[CH:6]2)[CH3:2], predict the reactants needed to synthesize it. The reactants are: [CH2:1]([C:3]1[CH:4]=[C:5]2[C:9](=[CH:10][CH:11]=1)[N:8]([Si](C(C)C)(C(C)C)C(C)C)[CH:7]=[CH:6]2)[CH3:2].[F-].[NH4+]. (9) Given the product [CH3:23][C:24]1[NH:25][C:26]2[C:31]([CH:32]=1)=[CH:30][C:29]([C:2]1[C:11]([N:12]3[CH2:17][CH2:16][CH2:15][CH2:14][C@@H:13]3[CH3:18])=[N:10][C:9]3[C:4](=[CH:5][CH:6]=[C:7]([C:19]([O:21][CH3:22])=[O:20])[CH:8]=3)[N:3]=1)=[CH:28][CH:27]=2, predict the reactants needed to synthesize it. The reactants are: Br[C:2]1[C:11]([N:12]2[CH2:17][CH2:16][CH2:15][CH2:14][C@@H:13]2[CH3:18])=[N:10][C:9]2[C:4](=[CH:5][CH:6]=[C:7]([C:19]([O:21][CH3:22])=[O:20])[CH:8]=2)[N:3]=1.[CH3:23][C:24]1[NH:25][C:26]2[C:31]([CH:32]=1)=[CH:30][C:29](B1OC(C)(C)C(C)(C)O1)=[CH:28][CH:27]=2.C(=O)([O-])[O-].[Na+].[Na+].O. (10) Given the product [CH3:71][C@H:68]1[CH2:69][CH2:70][C@H:65]([C:63]([N:59]([CH:60]([CH3:62])[CH3:61])[C:52]2[CH:51]=[C:50]([C:47]3[CH:48]=[CH:49][C:44]([NH:43][C:7]([C:4]4[CH:5]=[CH:6][N:1]=[CH:2][N:3]=4)=[O:9])=[CH:45][CH:46]=3)[S:54][C:53]=2[C:55]([O:57][CH3:58])=[O:56])=[O:64])[CH2:66][CH2:67]1, predict the reactants needed to synthesize it. The reactants are: [N:1]1[CH:6]=[CH:5][C:4]([C:7]([OH:9])=O)=[N:3][CH:2]=1.CN(C(ON1N=NC2C=CC=NC1=2)=[N+](C)C)C.F[P-](F)(F)(F)(F)F.CCN(C(C)C)C(C)C.[NH2:43][C:44]1[CH:49]=[CH:48][C:47]([C:50]2[S:54][C:53]([C:55]([O:57][CH3:58])=[O:56])=[C:52]([N:59]([C:63]([C@H:65]3[CH2:70][CH2:69][C@H:68]([CH3:71])[CH2:67][CH2:66]3)=[O:64])[CH:60]([CH3:62])[CH3:61])[CH:51]=2)=[CH:46][CH:45]=1.